Dataset: Reaction yield outcomes from USPTO patents with 853,638 reactions. Task: Predict the reaction yield, written as a fraction of the theoretical maximum amount of product (1.0 means a 100% yield; for example, 0.34 means a 34% yield). (1) The reactants are [NH2:1][C:2]1[CH:3]=[C:4]2[C:8](=[CH:9][CH:10]=1)[NH:7][CH:6]=[C:5]2[CH2:11][C:12]([O:14][CH3:15])=[O:13].[CH3:16][S:17](Cl)(=[O:19])=[O:18]. The catalyst is C(Cl)Cl. The product is [CH3:16][S:17]([NH:1][C:2]1[CH:3]=[C:4]2[C:8](=[CH:9][CH:10]=1)[NH:7][CH:6]=[C:5]2[CH2:11][C:12]([O:14][CH3:15])=[O:13])(=[O:19])=[O:18]. The yield is 0.290. (2) The product is [CH3:1][C@@H:2]1[N:23]2[CH:22]=[C:21]([C:24]([OH:26])=[O:25])[C:19]([C:7]3=[CH:8][C:9]([F:18])=[C:10]([N:11]4[CH2:16][CH2:15][N:14]([CH3:17])[CH2:13][CH2:12]4)[C:5](=[C:6]23)[O:4][CH2:3]1)=[O:20].[CH3:1][C@@H:2]1[N:23]2[CH:22]=[C:21]([C:24]([OH:26])=[O:25])[C:19]([C:7]3=[CH:8][C:9]([F:18])=[C:10]([N:11]4[CH2:16][CH2:15][N:14]([CH3:17])[CH2:13][CH2:12]4)[C:5](=[C:6]23)[O:4][CH2:3]1)=[O:20].[OH2:27]. The catalyst is CCCCO. The yield is 0.560. The reactants are [CH3:1][C@@H:2]1[N:23]2[C:6]3[C:7]([C:19]([C:21]([C:24]([OH:26])=[O:25])=[CH:22]2)=[O:20])=[CH:8][C:9]([F:18])=[C:10]([N:11]2[CH2:16][CH2:15][N:14]([CH3:17])[CH2:13][CH2:12]2)[C:5]=3[O:4][CH2:3]1.[O:27]=C1O[C@H]([C@H](CO)O)C(O)=C1O. (3) The reactants are [O:1]1[CH:5]=[CH:4][CH:3]=[C:2]1/[CH:6]=[C:7]1\[CH2:8][N:9](C(C2C=CC=CC=2)(C2C=CC=CC=2)C2C=CC=CC=2)[CH2:10][CH2:11][CH:12]\1[OH:13].[C:33]([OH:36])(=[O:35])[CH3:34]. The catalyst is ClCCl. The product is [C:33]([OH:36])(=[O:35])[CH3:34].[O:1]1[CH:5]=[CH:4][CH:3]=[C:2]1/[CH:6]=[C:7]1\[CH2:8][NH:9][CH2:10][CH2:11][CH:12]\1[OH:13]. The yield is 1.00. (4) The reactants are [C:1]([O:5][C:6]([N:8]1[CH2:13][CH2:12][CH:11]([CH:14]([N:19]2[CH2:25][CH2:24][CH2:23][N:22]([C:26]3[C:27]([O:36][CH3:37])=[CH:28][CH:29]=[C:30]4[C:35]=3[N:34]=[CH:33][CH:32]=[CH:31]4)[CH2:21][CH2:20]2)[CH2:15][C:16]([OH:18])=O)[CH2:10][CH2:9]1)=[O:7])([CH3:4])([CH3:3])[CH3:2].[N:38]1([CH2:43][CH2:44][NH2:45])[CH2:42][CH2:41][CH2:40][CH2:39]1.C(N(CC)C(C)C)(C)C.CN(C(ON1N=NC2C=CC=NC1=2)=[N+](C)C)C.F[P-](F)(F)(F)(F)F. The catalyst is CN(C=O)C.O. The product is [CH3:37][O:36][C:27]1[C:26]([N:22]2[CH2:23][CH2:24][CH2:25][N:19]([CH:14]([CH:11]3[CH2:10][CH2:9][N:8]([C:6]([O:5][C:1]([CH3:3])([CH3:4])[CH3:2])=[O:7])[CH2:13][CH2:12]3)[CH2:15][C:16](=[O:18])[NH:45][CH2:44][CH2:43][N:38]3[CH2:42][CH2:41][CH2:40][CH2:39]3)[CH2:20][CH2:21]2)=[C:35]2[C:30]([CH:31]=[CH:32][CH:33]=[N:34]2)=[CH:29][CH:28]=1. The yield is 0.500. (5) The reactants are ClN1C(=O)CCC1=O.[C:9]([O:13][C:14](=[O:24])[NH:15][CH:16]([CH:21]=[N:22][OH:23])[CH2:17][CH:18]([CH3:20])[CH3:19])([CH3:12])([CH3:11])[CH3:10].[CH2:25]([Br:28])[C:26]#[CH:27].C(N(CC)CC)C. The catalyst is C(Cl)(Cl)Cl.O.N1C=CC=CC=1. The product is [C:9]([O:13][C:14](=[O:24])[NH:15][CH:16]([C:21]1[CH:27]=[C:26]([CH2:25][Br:28])[O:23][N:22]=1)[CH2:17][CH:18]([CH3:20])[CH3:19])([CH3:11])([CH3:10])[CH3:12]. The yield is 0.430.